This data is from Full USPTO retrosynthesis dataset with 1.9M reactions from patents (1976-2016). The task is: Predict the reactants needed to synthesize the given product. (1) Given the product [ClH:1].[Cl:37][C:25]1[CH:24]=[C:23]([NH:22][C:14]2[C:13]3[C:18](=[CH:19][CH:20]=[CH:21][C:12]=3[O:11][CH2:10][C@H:6]3[CH2:7][CH2:8][CH2:9][N:5]3[C:3](=[O:4])[CH2:2][N:38]3[CH2:42][CH2:41][CH2:40][CH2:39]3)[N:17]=[CH:16][N:15]=2)[CH:28]=[CH:27][C:26]=1[O:29][CH2:30][C:31]1[CH:36]=[CH:35][CH:34]=[CH:33][N:32]=1, predict the reactants needed to synthesize it. The reactants are: [Cl:1][CH2:2][C:3]([N:5]1[CH2:9][CH2:8][CH2:7][C@@H:6]1[CH2:10][O:11][C:12]1[CH:21]=[CH:20][CH:19]=[C:18]2[C:13]=1[C:14]([NH:22][C:23]1[CH:28]=[CH:27][C:26]([O:29][CH2:30][C:31]3[CH:36]=[CH:35][CH:34]=[CH:33][N:32]=3)=[C:25]([Cl:37])[CH:24]=1)=[N:15][CH:16]=[N:17]2)=[O:4].[NH:38]1[CH2:42][CH2:41][CH2:40][CH2:39]1.Cl. (2) The reactants are: [NH2:1][C:2]1[CH:23]=[CH:22][C:5]([O:6][CH2:7][CH2:8][C:9]2[N:10]=[C:11]([NH:14][C:15](=[O:21])[O:16][C:17]([CH3:20])([CH3:19])[CH3:18])[S:12][CH:13]=2)=[CH:4][CH:3]=1.[CH:24]([O:27][C:28]1[CH:36]=[C:35]([CH3:37])[CH:34]=[CH:33][C:29]=1[C:30](O)=[O:31])([CH3:26])[CH3:25].ON1C2C=CC=CC=2N=N1.Cl.CN(C)CCCN=C=NCC. Given the product [CH:24]([O:27][C:28]1[CH:36]=[C:35]([CH3:37])[CH:34]=[CH:33][C:29]=1[C:30]([NH:1][C:2]1[CH:23]=[CH:22][C:5]([O:6][CH2:7][CH2:8][C:9]2[N:10]=[C:11]([NH:14][C:15](=[O:21])[O:16][C:17]([CH3:20])([CH3:18])[CH3:19])[S:12][CH:13]=2)=[CH:4][CH:3]=1)=[O:31])([CH3:26])[CH3:25], predict the reactants needed to synthesize it.